This data is from Reaction yield outcomes from USPTO patents with 853,638 reactions. The task is: Predict the reaction yield, written as a fraction of the theoretical maximum amount of product (1.0 means a 100% yield; for example, 0.34 means a 34% yield). (1) The reactants are [NH2:1][C:2]1[N:3]=[CH:4][C:5]([C:21]2[CH:31]=[CH:30][C:24]([C:25]([N:27]([CH3:29])[CH3:28])=[O:26])=[CH:23][CH:22]=2)=[N:6][C:7]=1[C:8]1[O:9][C:10]([C:13]2[CH:18]=[CH:17][C:16]([CH2:19]Br)=[CH:15][CH:14]=2)=[N:11][N:12]=1.[CH3:32][NH2:33]. No catalyst specified. The product is [NH2:1][C:2]1[N:3]=[CH:4][C:5]([C:21]2[CH:31]=[CH:30][C:24]([C:25]([N:27]([CH3:29])[CH3:28])=[O:26])=[CH:23][CH:22]=2)=[N:6][C:7]=1[C:8]1[O:9][C:10]([C:13]2[CH:18]=[CH:17][C:16]([CH2:19][NH:33][CH3:32])=[CH:15][CH:14]=2)=[N:11][N:12]=1. The yield is 0.190. (2) The reactants are Cl.[O:2]1[CH2:7][CH2:6]OCC1.[CH3:8][O:9][C:10]([NH:12][C@@H:13]([CH:61]([CH3:63])[CH3:62])[C:14]([N:16]1[C@H:21]([C:22]2[NH:26][C:25]3[C:27]4[C:32]([CH:33]=[CH:34][C:24]=3[N:23]=2)=[CH:31][C:30]([C:35]2[CH:36]=[C:37]3[C:57](=[CH:58][CH:59]=2)[C:41]2[NH:42][C:43]([C@@H:45]5[CH2:49][CH2:48][CH2:47][N:46]5C(OC(C)(C)C)=O)=[N:44][C:40]=2[CH:39]=[CH:38]3)=[CH:29][CH:28]=4)[C@H:20]2[CH2:60][C@@H:17]1[CH2:18][CH2:19]2)=[O:15])=[O:11].COC(N[C@H]([C:73]1[CH:78]=[CH:77][CH:76]=[CH:75][CH:74]=1)C(O)=O)=O.CC[N:81](C(C)C)C(C)C.C[CH2:89][O:90][C:91](C(C#N)=NOC(N1CCOCC1)=[N+](C)C)=[O:92].F[P-](F)(F)(F)(F)F. The catalyst is C(Cl)Cl.CN(C=O)C.CO. The product is [CH3:8][O:9][C:10]([NH:12][C@@H:13]([CH:61]([CH3:62])[CH3:63])[C:14]([N:16]1[C@H:21]([C:22]2[NH:26][C:25]3[C:27]4[C:32]([CH:33]=[CH:34][C:24]=3[N:23]=2)=[CH:31][C:30]([C:35]2[CH:36]=[C:37]3[C:57](=[CH:58][CH:59]=2)[C:41]2[NH:42][C:43]([C@@H:45]5[CH2:49][CH2:48][CH2:47][N:46]5[C:7](=[O:2])[C@H:6]([NH:81][C:91](=[O:92])[O:90][CH3:89])[C:76]5[CH:75]=[CH:74][CH:73]=[CH:78][CH:77]=5)=[N:44][C:40]=2[CH:39]=[CH:38]3)=[CH:29][CH:28]=4)[C@H:20]2[CH2:60][C@@H:17]1[CH2:18][CH2:19]2)=[O:15])=[O:11]. The yield is 0.530. (3) The reactants are [Br:1][C:2]1[S:3][C:4]([C:8]([OH:10])=[O:9])=[C:5]([Br:7])[N:6]=1.[CH3:11]N(C)CCCN=C=NCC. The catalyst is CO. The product is [CH3:11][O:9][C:8]([C:4]1[S:3][C:2]([Br:1])=[N:6][C:5]=1[Br:7])=[O:10]. The yield is 0.780. (4) The reactants are [CH3:1]CN(C(C)C)C(C)C.I[C:11]1[CH:19]=[CH:18][C:14]([C:15]([OH:17])=[O:16])=[CH:13][CH:12]=1.C1C=NC2N(O)N=NC=2C=1.[CH2:30]([Cl:33])[CH2:31]Cl.O[C@@H]1CC[N:37]([C:40]([C:42]2[CH:47]=[CH:46][C:45](OC(F)(F)F)=[CH:44][CH:43]=2)=O)[C@H]1C(NOCC1C=CC=CC=1)=O. The catalyst is CN(C=O)C.CCOC(C)=O.CCCCCC. The product is [CH3:1][O:17][C:15](=[O:16])[C:14]1[CH:18]=[CH:19][C:11]([C:46]#[C:45][C:44]#[C:43][C:42]2[CH:40]=[N:37][C:30]([Cl:33])=[CH:31][CH:47]=2)=[CH:12][CH:13]=1. The yield is 0.930. (5) The reactants are [CH2:1]([O:5][C:6]1[N:14]=[C:13]2[C:9]([N:10]=[CH:11][NH:12]2)=[C:8]([NH2:15])[N:7]=1)[CH2:2][CH2:3][CH3:4].C([O-])([O-])=O.[K+].[K+].Br[CH2:23][C:24]1[CH:25]=[C:26]([CH:34]=[CH:35][CH:36]=1)[CH2:27][P:28]([CH3:33])(=[O:32])[O:29][CH2:30][CH3:31]. The catalyst is CN(C=O)C. The product is [NH2:15][C:8]1[N:7]=[C:6]([O:5][CH2:1][CH2:2][CH2:3][CH3:4])[N:14]=[C:13]2[C:9]=1[N:10]=[CH:11][N:12]2[CH2:23][C:24]1[CH:25]=[C:26]([CH2:27][P:28]([CH3:33])(=[O:32])[O:29][CH2:30][CH3:31])[CH:34]=[CH:35][CH:36]=1. The yield is 0.340.